This data is from Full USPTO retrosynthesis dataset with 1.9M reactions from patents (1976-2016). The task is: Predict the reactants needed to synthesize the given product. (1) Given the product [C:1]([N:4]([C:8]1[C:17]2[C:12](=[CH:13][CH:14]=[CH:15][C:16]=2[O:18][CH:19]2[CH2:20][CH2:21][CH2:22][CH2:23][CH2:24]2)[N+:11]([O-:39])=[C:10]([CH3:25])[C:9]=1[C:26]([O:28][CH2:29][CH3:30])=[O:27])[C:5](=[O:7])[CH3:6])(=[O:3])[CH3:2], predict the reactants needed to synthesize it. The reactants are: [C:1]([N:4]([C:8]1[C:17]2[C:12](=[CH:13][CH:14]=[CH:15][C:16]=2[O:18][CH:19]2[CH2:24][CH2:23][CH2:22][CH2:21][CH2:20]2)[N:11]=[C:10]([CH3:25])[C:9]=1[C:26]([O:28][CH2:29][CH3:30])=[O:27])[C:5](=[O:7])[CH3:6])(=[O:3])[CH3:2].C1C=C(Cl)C=C(C(OO)=[O:39])C=1. (2) Given the product [S:12]1[C:8]([C:5]2[CH:4]=[CH:3][C:2]([C:17]3[CH:22]=[CH:21][CH:20]=[CH:19][CH:18]=3)=[CH:7][N:6]=2)=[CH:9][C:10]2[CH:16]=[CH:15][CH:14]=[CH:13][C:11]1=2, predict the reactants needed to synthesize it. The reactants are: Cl[C:2]1[CH:3]=[CH:4][C:5]([C:8]2[S:12][C:11]3[CH:13]=[CH:14][CH:15]=[CH:16][C:10]=3[CH:9]=2)=[N:6][CH:7]=1.[C:17]1(B(O)O)[CH:22]=[CH:21][CH:20]=[CH:19][CH:18]=1.O.P([O-])([O-])([O-])=O.[K+].[K+].[K+]. (3) Given the product [C:1]1([C:7]2[C:8]([NH2:9])=[N:13][NH:14][C:10]=2[NH2:11])[CH:6]=[CH:5][CH:4]=[CH:3][CH:2]=1, predict the reactants needed to synthesize it. The reactants are: [C:1]1([CH:7]([C:10]#[N:11])[C:8]#[N:9])[CH:6]=[CH:5][CH:4]=[CH:3][CH:2]=1.O.[NH2:13][NH2:14].